This data is from Forward reaction prediction with 1.9M reactions from USPTO patents (1976-2016). The task is: Predict the product of the given reaction. (1) Given the reactants C([O:3][C:4]([C:6]1[S:7][C:8]([C:17]([F:20])([F:19])[F:18])=[C:9]([C:11]2[CH:16]=[CH:15][CH:14]=[CH:13][CH:12]=2)[CH:10]=1)=[O:5])C, predict the reaction product. The product is: [C:11]1([C:9]2[CH:10]=[C:6]([C:4]([OH:5])=[O:3])[S:7][C:8]=2[C:17]([F:19])([F:20])[F:18])[CH:12]=[CH:13][CH:14]=[CH:15][CH:16]=1. (2) The product is: [Br:1][C:2]1[N:7]=[C:6]([NH:8][C:9]2[CH:14]=[C:13]([C:15]([F:17])([F:16])[F:18])[CH:12]=[CH:11][N:10]=2)[CH:5]=[C:4]([NH2:19])[CH:3]=1. Given the reactants [Br:1][C:2]1[N:7]=[C:6]([NH:8][C:9]2[CH:14]=[C:13]([C:15]([F:18])([F:17])[F:16])[CH:12]=[CH:11][N:10]=2)[CH:5]=[C:4]([N+:19]([O-])=O)[CH:3]=1.[OH-].[NH4+].O1CCOCC1, predict the reaction product. (3) Given the reactants [Cl:1][C:2]([Cl:7])([Cl:6])[C:3](Cl)=[O:4].[NH2:8][C:9]1[CH:14]=[CH:13][C:12]([Br:15])=[CH:11][C:10]=1[C:16]([C:18]1[CH:23]=[CH:22][CH:21]=[C:20]([Cl:24])[CH:19]=1)=[O:17].C(N(CC)CC)C, predict the reaction product. The product is: [Br:15][C:12]1[CH:13]=[CH:14][C:9]([NH:8][C:3](=[O:4])[C:2]([Cl:7])([Cl:6])[Cl:1])=[C:10]([C:16](=[O:17])[C:18]2[CH:23]=[CH:22][CH:21]=[C:20]([Cl:24])[CH:19]=2)[CH:11]=1. (4) Given the reactants [N:1]1[C:10]2[C:5](=[CH:6][N:7]=[CH:8][C:9]=2/[CH:11]=C\C(OCC)=O)[CH:4]=[CH:3][CH:2]=1.[O:18]=[O+][O-], predict the reaction product. The product is: [N:1]1[C:10]2[C:5](=[CH:6][N:7]=[CH:8][C:9]=2[CH:11]=[O:18])[CH:4]=[CH:3][CH:2]=1. (5) Given the reactants [C:1]([O:5][C:6](=[O:31])[CH2:7][O:8][C:9]1[CH:14]=[CH:13][C:12]([Cl:15])=[CH:11][C:10]=1[C:16]#[C:17][C:18]1[CH:23]=[C:22]([S:24]([CH2:27][CH2:28]C)(=[O:26])=[O:25])[CH:21]=[CH:20][C:19]=1[F:30])([CH3:4])([CH3:3])[CH3:2].[C:32](OC(=O)COC1C=CC(Cl)=CC=1C#C)(C)(C)C.BrC1C=C(S(C(C)C)(=O)=O)C=CC=1F, predict the reaction product. The product is: [C:1]([O:5][C:6](=[O:31])[CH2:7][O:8][C:9]1[CH:14]=[CH:13][C:12]([Cl:15])=[CH:11][C:10]=1[C:16]#[C:17][C:18]1[CH:23]=[C:22]([S:24]([CH:27]([CH3:32])[CH3:28])(=[O:25])=[O:26])[CH:21]=[CH:20][C:19]=1[F:30])([CH3:3])([CH3:2])[CH3:4]. (6) Given the reactants [N:1]1([CH2:6][C:7]2[CH:23]=[CH:22][C:10]([CH2:11][N:12]3[CH:20]=[C:19]4[C:14]([N:15]=[CH:16][N:17]=[C:18]4Cl)=[N:13]3)=[CH:9][CH:8]=2)[CH:5]=[CH:4][CH:3]=[N:2]1.[Cl:24][C:25]1[CH:26]=[C:27]([CH2:33][NH2:34])[CH:28]=[C:29]([O:31][CH3:32])[CH:30]=1, predict the reaction product. The product is: [N:1]1([CH2:6][C:7]2[CH:23]=[CH:22][C:10]([CH2:11][N:12]3[CH:20]=[C:19]4[C:14]([N:15]=[CH:16][N:17]=[C:18]4[NH:34][CH2:33][C:27]4[CH:28]=[C:29]([O:31][CH3:32])[CH:30]=[C:25]([Cl:24])[CH:26]=4)=[N:13]3)=[CH:9][CH:8]=2)[CH:5]=[CH:4][CH:3]=[N:2]1. (7) Given the reactants [F:1][C:2]([F:23])([F:22])[C:3]1[C:11]2[CH2:10][CH2:9][CH2:8][CH2:7][C:6]=2[N:5]([C:12]2[CH:21]=[CH:20][C:15]([C:16]([O:18]C)=[O:17])=[CH:14][CH:13]=2)[N:4]=1.[OH-].[Na+].O, predict the reaction product. The product is: [F:23][C:2]([F:1])([F:22])[C:3]1[C:11]2[CH2:10][CH2:9][CH2:8][CH2:7][C:6]=2[N:5]([C:12]2[CH:21]=[CH:20][C:15]([C:16]([OH:18])=[O:17])=[CH:14][CH:13]=2)[N:4]=1.